From a dataset of Full USPTO retrosynthesis dataset with 1.9M reactions from patents (1976-2016). Predict the reactants needed to synthesize the given product. (1) Given the product [I:1][C:2]1[CH:8]=[CH:7][CH:6]=[CH:5][C:3]=1[NH:4][S:17]([C:14]1[CH:13]=[CH:12][C:11]([O:10][CH3:9])=[CH:16][CH:15]=1)(=[O:19])=[O:18], predict the reactants needed to synthesize it. The reactants are: [I:1][C:2]1[CH:8]=[CH:7][CH:6]=[CH:5][C:3]=1[NH2:4].[CH3:9][O:10][C:11]1[CH:16]=[CH:15][C:14]([S:17](Cl)(=[O:19])=[O:18])=[CH:13][CH:12]=1.C(O)C. (2) Given the product [CH2:18]([S:25][C:26]1[N:30]=[C:29]([NH:31][C:15]([C:13]2[N:14]=[C:10]([C:8]3[CH:7]=[CH:6][C:5]4[O:1][CH2:2][CH2:3][C:4]=4[CH:9]=3)[S:11][CH:12]=2)=[O:17])[NH:28][N:27]=1)[C:19]1[CH:20]=[CH:21][CH:22]=[CH:23][CH:24]=1, predict the reactants needed to synthesize it. The reactants are: [O:1]1[C:5]2[CH:6]=[CH:7][C:8]([C:10]3[S:11][CH:12]=[C:13]([C:15]([OH:17])=O)[N:14]=3)=[CH:9][C:4]=2[CH2:3][CH2:2]1.[CH2:18]([S:25][C:26]1[N:30]=[C:29]([NH2:31])[NH:28][N:27]=1)[C:19]1[CH:24]=[CH:23][CH:22]=[CH:21][CH:20]=1.F[P-](F)(F)(F)(F)F.N1(OC(N(C)C)=[N+](C)C)C2C=CC=CC=2N=N1. (3) Given the product [CH2:1]([N:8]1[C:9]2[N:10]=[C:11]([S:18][CH3:19])[S:12][C:13]=2[C:14](=[O:15])[O:16][C:17]1=[O:28])[C:2]1[CH:3]=[CH:4][CH:5]=[CH:6][CH:7]=1, predict the reactants needed to synthesize it. The reactants are: [CH2:1]([NH:8][C:9]1[N:10]=[C:11]([S:18][CH3:19])[S:12][C:13]=1[C:14]([O:16][CH3:17])=[O:15])[C:2]1[CH:7]=[CH:6][CH:5]=[CH:4][CH:3]=1.C(C(CC)CNC1N=CC=CC=1C(OCC)=[O:28])C.N. (4) Given the product [CH2:19]([O:26][C:27]1[CH:28]=[CH:29][C:30](/[CH:31]=[CH:9]/[C:10]([O:12][C:13]([CH3:14])([CH3:15])[CH3:16])=[O:11])=[CH:33][CH:34]=1)[C:20]1[CH:21]=[CH:22][CH:23]=[CH:24][CH:25]=1, predict the reactants needed to synthesize it. The reactants are: C(OP([CH2:9][C:10]([O:12][C:13]([CH3:16])([CH3:15])[CH3:14])=[O:11])(OCC)=O)C.[H-].[Na+].[CH2:19]([O:26][C:27]1[CH:34]=[CH:33][C:30]([CH:31]=O)=[CH:29][CH:28]=1)[C:20]1[CH:25]=[CH:24][CH:23]=[CH:22][CH:21]=1. (5) Given the product [Cl:16][C:17]1[S:18][C:19]([Cl:25])=[CH:20][C:21]=1[C:22]([NH:1][C:2]1[CH:3]=[CH:4][C:5]([CH3:9])=[CH:6][C:7]=1[OH:8])=[O:23], predict the reactants needed to synthesize it. The reactants are: [NH2:1][C:2]1[CH:3]=[CH:4][C:5]([CH3:9])=[CH:6][C:7]=1[OH:8].N1C=CC=CC=1.[Cl:16][C:17]1[S:18][C:19]([Cl:25])=[CH:20][C:21]=1[C:22](Cl)=[O:23].